Dataset: Forward reaction prediction with 1.9M reactions from USPTO patents (1976-2016). Task: Predict the product of the given reaction. Given the reactants [Cl:1][C:2]([F:13])([F:12])[C:3]([N:5]=[C:6]1[CH:11]=[CH:10][CH:9]=[CH:8][NH:7]1)=[O:4].[Cl:14][C:15]1[CH:20]=[CH:19][C:18]([CH2:21]Cl)=[CH:17][N:16]=1.C(=O)([O-])[O-].[K+].[K+], predict the reaction product. The product is: [Cl:1][C:2]([F:12])([F:13])[C:3]([N:5]=[C:6]1[CH:11]=[CH:10][CH:9]=[CH:8][N:7]1[CH2:21][C:18]1[CH:17]=[N:16][C:15]([Cl:14])=[CH:20][CH:19]=1)=[O:4].